Dataset: NCI-60 drug combinations with 297,098 pairs across 59 cell lines. Task: Regression. Given two drug SMILES strings and cell line genomic features, predict the synergy score measuring deviation from expected non-interaction effect. (1) Drug 1: CCC1=CC2CC(C3=C(CN(C2)C1)C4=CC=CC=C4N3)(C5=C(C=C6C(=C5)C78CCN9C7C(C=CC9)(C(C(C8N6C)(C(=O)OC)O)OC(=O)C)CC)OC)C(=O)OC.C(C(C(=O)O)O)(C(=O)O)O. Drug 2: CC12CCC3C(C1CCC2OP(=O)(O)O)CCC4=C3C=CC(=C4)OC(=O)N(CCCl)CCCl.[Na+]. Cell line: HT29. Synergy scores: CSS=62.9, Synergy_ZIP=3.74, Synergy_Bliss=4.51, Synergy_Loewe=-8.33, Synergy_HSA=5.29. (2) Cell line: RXF 393. Drug 1: C1CC(=O)NC(=O)C1N2CC3=C(C2=O)C=CC=C3N. Drug 2: CC1OCC2C(O1)C(C(C(O2)OC3C4COC(=O)C4C(C5=CC6=C(C=C35)OCO6)C7=CC(=C(C(=C7)OC)O)OC)O)O. Synergy scores: CSS=31.9, Synergy_ZIP=-4.15, Synergy_Bliss=4.21, Synergy_Loewe=-3.64, Synergy_HSA=6.00. (3) Cell line: OVCAR-5. Drug 1: CC1C(C(=O)NC(C(=O)N2CCCC2C(=O)N(CC(=O)N(C(C(=O)O1)C(C)C)C)C)C(C)C)NC(=O)C3=C4C(=C(C=C3)C)OC5=C(C(=O)C(=C(C5=N4)C(=O)NC6C(OC(=O)C(N(C(=O)CN(C(=O)C7CCCN7C(=O)C(NC6=O)C(C)C)C)C)C(C)C)C)N)C. Drug 2: B(C(CC(C)C)NC(=O)C(CC1=CC=CC=C1)NC(=O)C2=NC=CN=C2)(O)O. Synergy scores: CSS=36.1, Synergy_ZIP=-3.82, Synergy_Bliss=-4.59, Synergy_Loewe=-8.55, Synergy_HSA=-4.10. (4) Drug 1: CC1C(C(CC(O1)OC2CC(CC3=C2C(=C4C(=C3O)C(=O)C5=C(C4=O)C(=CC=C5)OC)O)(C(=O)C)O)N)O.Cl. Drug 2: COCCOC1=C(C=C2C(=C1)C(=NC=N2)NC3=CC=CC(=C3)C#C)OCCOC.Cl. Cell line: SK-MEL-2. Synergy scores: CSS=5.56, Synergy_ZIP=-2.65, Synergy_Bliss=2.58, Synergy_Loewe=-5.39, Synergy_HSA=0.539. (5) Drug 1: CC1=C(C=C(C=C1)NC(=O)C2=CC=C(C=C2)CN3CCN(CC3)C)NC4=NC=CC(=N4)C5=CN=CC=C5. Drug 2: C(=O)(N)NO. Cell line: RPMI-8226. Synergy scores: CSS=-7.92, Synergy_ZIP=5.29, Synergy_Bliss=0.961, Synergy_Loewe=-5.14, Synergy_HSA=-9.79. (6) Drug 1: CC1OCC2C(O1)C(C(C(O2)OC3C4COC(=O)C4C(C5=CC6=C(C=C35)OCO6)C7=CC(=C(C(=C7)OC)O)OC)O)O. Drug 2: CCCCC(=O)OCC(=O)C1(CC(C2=C(C1)C(=C3C(=C2O)C(=O)C4=C(C3=O)C=CC=C4OC)O)OC5CC(C(C(O5)C)O)NC(=O)C(F)(F)F)O. Cell line: MDA-MB-435. Synergy scores: CSS=5.74, Synergy_ZIP=-2.69, Synergy_Bliss=-1.84, Synergy_Loewe=-4.45, Synergy_HSA=-4.82. (7) Drug 1: CS(=O)(=O)C1=CC(=C(C=C1)C(=O)NC2=CC(=C(C=C2)Cl)C3=CC=CC=N3)Cl. Drug 2: C1=NC2=C(N1)C(=S)N=C(N2)N. Cell line: 786-0. Synergy scores: CSS=40.0, Synergy_ZIP=-6.24, Synergy_Bliss=-3.77, Synergy_Loewe=-15.5, Synergy_HSA=-0.799. (8) Synergy scores: CSS=-0.724, Synergy_ZIP=1.19, Synergy_Bliss=3.04, Synergy_Loewe=-1.45, Synergy_HSA=-0.336. Drug 1: CN(C)N=NC1=C(NC=N1)C(=O)N. Drug 2: CN(C)C1=NC(=NC(=N1)N(C)C)N(C)C. Cell line: MCF7.